From a dataset of Catalyst prediction with 721,799 reactions and 888 catalyst types from USPTO. Predict which catalyst facilitates the given reaction. (1) Reactant: [OH:1][C:2]1[CH:6]=[C:5]([C:7]([O:9][CH3:10])=[O:8])[O:4][N:3]=1.C(=O)([O-])[O-].[K+].[K+].[CH2:17](Br)[C:18]1[CH:23]=[CH:22][CH:21]=[CH:20][CH:19]=1. Product: [CH2:17]([O:1][C:2]1[CH:6]=[C:5]([C:7]([O:9][CH3:10])=[O:8])[O:4][N:3]=1)[C:18]1[CH:23]=[CH:22][CH:21]=[CH:20][CH:19]=1. The catalyst class is: 21. (2) Reactant: C1(S([N:10]2[C:14]3[CH:15]=[N:16][C:17]([C:32]#[N:33])=[C:18]([O:19][CH:20]4[CH2:25][CH2:24][N:23]([CH2:26][CH2:27][S:28]([CH3:31])(=[O:30])=[O:29])[CH2:22][CH2:21]4)[C:13]=3[C:12]3[CH:34]=[CH:35][CH:36]=[N:37][C:11]2=3)(=O)=O)C=CC=CC=1.C(=O)([O-])[O-].[K+].[K+]. Product: [CH3:31][S:28]([CH2:27][CH2:26][N:23]1[CH2:24][CH2:25][CH:20]([O:19][C:18]2[C:13]3[C:12]4[CH:34]=[CH:35][CH:36]=[N:37][C:11]=4[NH:10][C:14]=3[CH:15]=[N:16][C:17]=2[C:32]#[N:33])[CH2:21][CH2:22]1)(=[O:30])=[O:29]. The catalyst class is: 5. (3) Reactant: [CH3:1][N:2]([CH2:10][CH2:11][N:12]([CH3:20])[C:13]1[CH:14]=[N:15][CH:16]=[C:17]([CH3:19])[CH:18]=1)C(=O)OC(C)(C)C.[ClH:21]. Product: [ClH:21].[ClH:21].[CH3:20][N:12]([C:13]1[CH:14]=[N:15][CH:16]=[C:17]([CH3:19])[CH:18]=1)[CH2:11][CH2:10][NH:2][CH3:1]. The catalyst class is: 2. (4) Reactant: [C:1]([O:5][C:6](=[O:31])[NH:7][CH:8]([C:13]1[N:22]([C:23]2[CH:28]=[CH:27][CH:26]=[CH:25][CH:24]=2)[C:21](=[O:29])[C:20]2[C:15](=[CH:16][CH:17]=[CH:18][C:19]=2[CH3:30])[N:14]=1)[CH2:9][CH2:10][CH2:11][NH2:12])([CH3:4])([CH3:3])[CH3:2].[CH:32](=O)[CH3:33].[C:35](O[BH-](OC(=O)C)OC(=O)C)(=O)[CH3:36].[Na+]. Product: [C:1]([O:5][C:6](=[O:31])[NH:7][CH:8]([C:13]1[N:22]([C:23]2[CH:24]=[CH:25][CH:26]=[CH:27][CH:28]=2)[C:21](=[O:29])[C:20]2[C:15](=[CH:16][CH:17]=[CH:18][C:19]=2[CH3:30])[N:14]=1)[CH2:9][CH2:10][CH2:11][N:12]([CH2:32][CH3:33])[CH2:35][CH3:36])([CH3:3])([CH3:4])[CH3:2]. The catalyst class is: 26.